This data is from Peptide-MHC class I binding affinity with 185,985 pairs from IEDB/IMGT. The task is: Regression. Given a peptide amino acid sequence and an MHC pseudo amino acid sequence, predict their binding affinity value. This is MHC class I binding data. (1) The peptide sequence is ITLVYKVYY. The MHC is HLA-A30:02 with pseudo-sequence HLA-A30:02. The binding affinity (normalized) is 0.848. (2) The peptide sequence is VQLVESGGGL. The MHC is HLA-A02:03 with pseudo-sequence HLA-A02:03. The binding affinity (normalized) is 0.158. (3) The peptide sequence is LAASVFFTF. The MHC is HLA-B57:01 with pseudo-sequence HLA-B57:01. The binding affinity (normalized) is 0.291. (4) The peptide sequence is CLAFSYMDDV. The MHC is Patr-A0701 with pseudo-sequence Patr-A0701. The binding affinity (normalized) is 0.400. (5) The peptide sequence is AAGAAVKGV. The MHC is HLA-A02:01 with pseudo-sequence HLA-A02:01. The binding affinity (normalized) is 0. (6) The peptide sequence is RTWHYCGSY. The MHC is HLA-B46:01 with pseudo-sequence HLA-B46:01. The binding affinity (normalized) is 0.0847.